Dataset: Forward reaction prediction with 1.9M reactions from USPTO patents (1976-2016). Task: Predict the product of the given reaction. (1) Given the reactants COC1C=CC(P2(SP(C3C=CC(OC)=CC=3)(=S)S2)=[S:10])=CC=1.[Cl:23][C:24]1[C:39]([C:40]([F:43])([F:42])[F:41])=[CH:38][CH:37]=[CH:36][C:25]=1[CH2:26][N:27]1[C@@H:32]([CH3:33])[CH2:31][NH:30][C:29](=O)[C:28]1=[O:35], predict the reaction product. The product is: [Cl:23][C:24]1[C:39]([C:40]([F:43])([F:42])[F:41])=[CH:38][CH:37]=[CH:36][C:25]=1[CH2:26][N:27]1[C@@H:32]([CH3:33])[CH2:31][NH:30][C:29](=[S:10])[C:28]1=[O:35]. (2) Given the reactants [CH2:1]([C:4]1[CH:9]=[CH:8][C:7]([CH:10]2[O:15][CH2:14][C:13]([CH3:17])([CH3:16])[CH2:12][O:11]2)=[CH:6][CH:5]=1)[CH:2]=[CH2:3].[C:18]([OH:21])(=[S:20])[CH3:19], predict the reaction product. The product is: [C:18]([S:20][CH2:3][CH2:2][CH2:1][C:4]1[CH:5]=[CH:6][C:7]([CH:10]2[O:11][CH2:12][C:13]([CH3:17])([CH3:16])[CH2:14][O:15]2)=[CH:8][CH:9]=1)(=[O:21])[CH3:19].